From a dataset of Forward reaction prediction with 1.9M reactions from USPTO patents (1976-2016). Predict the product of the given reaction. (1) Given the reactants [CH3:1][O:2][C:3]1[CH:4]=[CH:5][C:6]([C:9]2[C:18](=[O:19])[C:17]3[CH:16]=[CH:15][C:14]([OH:20])=[CH:13][C:12]=3[O:11][CH:10]=2)=[CH:7][CH:8]=1.[C:21](=O)([O-])[O-].[K+].[K+].S(OC)(OC)(=O)=O, predict the reaction product. The product is: [CH3:21][O:20][C:14]1[CH:13]=[C:12]2[C:17]([C:18](=[O:19])[C:9]([C:6]3[CH:7]=[CH:8][C:3]([O:2][CH3:1])=[CH:4][CH:5]=3)=[CH:10][O:11]2)=[CH:16][CH:15]=1. (2) Given the reactants [C:1]([C:5]1[N:9]([CH2:10][CH:11]2[CH2:16][CH2:15][C:14]([F:18])([F:17])[CH2:13][CH2:12]2)[C:8]2[CH:19]=[CH:20][C:21]([NH:23]C(=O)C)=[CH:22][C:7]=2[N:6]=1)([CH3:4])([CH3:3])[CH3:2].Cl, predict the reaction product. The product is: [C:1]([C:5]1[N:9]([CH2:10][CH:11]2[CH2:16][CH2:15][C:14]([F:18])([F:17])[CH2:13][CH2:12]2)[C:8]2[CH:19]=[CH:20][C:21]([NH2:23])=[CH:22][C:7]=2[N:6]=1)([CH3:4])([CH3:2])[CH3:3]. (3) The product is: [Br:1][C:2]1[CH:3]=[C:4]([CH:5]2[C:36]3[C:35](=[O:40])[CH2:34][CH:33]([CH2:30][CH2:31][CH3:32])[CH2:38][C:37]=3[NH:29][C:25]([CH3:24])=[C:26]2[C:27]#[N:28])[CH:7]=[C:8]([S:15]([N:18]2[CH2:23][CH2:22][O:21][CH2:20][CH2:19]2)(=[O:17])=[O:16])[C:9]=1[NH:10][CH2:11][CH2:12][O:13][CH3:14]. Given the reactants [Br:1][C:2]1[CH:3]=[C:4]([CH:7]=[C:8]([S:15]([N:18]2[CH2:23][CH2:22][O:21][CH2:20][CH2:19]2)(=[O:17])=[O:16])[C:9]=1[NH:10][CH2:11][CH2:12][O:13][CH3:14])[CH:5]=O.[CH3:24]/[C:25](/[NH2:29])=[CH:26]\[C:27]#[N:28].[CH2:30]([CH:33]1[CH2:38][C:37](=O)[CH2:36][C:35](=[O:40])[CH2:34]1)[CH2:31][CH3:32], predict the reaction product. (4) Given the reactants [ClH:1].CCOCC.[CH3:7][O:8][C:9]1[CH:14]=[CH:13][C:12]([C:15]2[CH:20]=[CH:19][N:18]([C:21]3[CH:22]=[CH:23][C:24]4[C:25]5[CH2:34][NH:33][CH2:32][CH2:31][C:26]=5[N:27]([CH3:30])[C:28]=4[CH:29]=3)[C:17](=[O:35])[CH:16]=2)=[C:11]([CH3:36])[CH:10]=1, predict the reaction product. The product is: [ClH:1].[CH3:7][O:8][C:9]1[CH:14]=[CH:13][C:12]([C:15]2[CH:20]=[CH:19][N:18]([C:21]3[CH:22]=[CH:23][C:24]4[C:25]5[CH2:34][NH:33][CH2:32][CH2:31][C:26]=5[N:27]([CH3:30])[C:28]=4[CH:29]=3)[C:17](=[O:35])[CH:16]=2)=[C:11]([CH3:36])[CH:10]=1. (5) Given the reactants CCN(C(C)C)C(C)C.[F:10][C:11]1[CH:12]=[C:13]2[C:18](=[CH:19][CH:20]=1)[N:17]=[C:16]([CH2:21][O:22][C:23]1[CH:31]=[CH:30][C:26]([C:27](O)=[O:28])=[C:25]([C:32]3([C:36]4[CH:41]=[CH:40][CH:39]=[CH:38][CH:37]=4)[CH2:35][CH2:34][CH2:33]3)[CH:24]=1)[CH:15]=[CH:14]2.[NH2:42][CH2:43][C:44]1[CH:45]=[N:46][CH:47]=[CH:48][CH:49]=1.CN(C(ON1N=NC2C=CC=NC1=2)=[N+](C)C)C.F[P-](F)(F)(F)(F)F, predict the reaction product. The product is: [F:10][C:11]1[CH:12]=[C:13]2[C:18](=[CH:19][CH:20]=1)[N:17]=[C:16]([CH2:21][O:22][C:23]1[CH:31]=[CH:30][C:26]([C:27]([NH:42][CH2:43][C:44]3[CH:45]=[N:46][CH:47]=[CH:48][CH:49]=3)=[O:28])=[C:25]([C:32]3([C:36]4[CH:37]=[CH:38][CH:39]=[CH:40][CH:41]=4)[CH2:35][CH2:34][CH2:33]3)[CH:24]=1)[CH:15]=[CH:14]2.